Dataset: Catalyst prediction with 721,799 reactions and 888 catalyst types from USPTO. Task: Predict which catalyst facilitates the given reaction. (1) Reactant: [F:1][C:2]([F:7])([F:6])[CH:3]([OH:5])[CH3:4].[H-].[Na+].[Br:10][C:11]1[CH:12]=[C:13]2[C:18](=[CH:19][CH:20]=1)[C:17](Cl)=[N:16][N:15]=[CH:14]2. Product: [Br:10][C:11]1[CH:12]=[C:13]2[C:18](=[CH:19][CH:20]=1)[C:17]([O:5][CH:3]([CH3:4])[C:2]([F:7])([F:6])[F:1])=[N:16][N:15]=[CH:14]2. The catalyst class is: 118. (2) Product: [CH:11]1([C@:7]([C:1]2[CH:6]=[CH:5][CH:4]=[CH:3][CH:2]=2)([O:17][Si:32]([CH3:35])([CH3:34])[CH3:33])[CH:8]=[N:9][OH:10])[CH2:12][CH2:13][CH2:14][CH2:15][CH2:16]1. Reactant: [CH:1]1([C@@:7]([OH:17])([C:11]2[CH:16]=[CH:15][CH:14]=[CH:13][CH:12]=2)[CH:8]=[N:9][OH:10])[CH2:6][CH2:5][CH2:4][CH2:3][CH2:2]1.N1C(C)=CC=CC=1C.FC(F)(F)S(O[Si:32]([CH3:35])([CH3:34])[CH3:33])(=O)=O. The catalyst class is: 61. (3) Reactant: [CH:1]1([NH:4][C:5](=[O:23])[C:6]2[CH:11]=[C:10]([C:12]3[CH:13]=[C:14]4[C:18](=[CH:19][CH:20]=3)[NH:17][N:16]=[CH:15]4)[C:9]([CH3:21])=[C:8]([F:22])[CH:7]=2)[CH2:3][CH2:2]1.[H-].[Na+].Br[CH2:27][C:28]1[CH:33]=[CH:32][CH:31]=[CH:30][CH:29]=1. Product: [CH:1]1([NH:4][C:5](=[O:23])[C:6]2[CH:11]=[C:10]([C:12]3[CH:13]=[C:14]4[C:18](=[CH:19][CH:20]=3)[N:17]([CH2:27][C:28]3[CH:33]=[CH:32][CH:31]=[CH:30][CH:29]=3)[N:16]=[CH:15]4)[C:9]([CH3:21])=[C:8]([F:22])[CH:7]=2)[CH2:2][CH2:3]1. The catalyst class is: 3. (4) Reactant: [Br:1][C:2]1[C:11]2[S:12][C:13]([CH3:16])=[C:14]([CH3:15])[C:10]=2[C:9]([C:17]2[CH:22]=[CH:21][C:20]([O:23][C:24](=[O:26])[CH3:25])=[CH:19][CH:18]=2)=[C:8]2[C:3]=1[CH:4]=[CH:5][CH:6]=[CH:7]2.S(Cl)([Cl:30])(=O)=O. Product: [Br:1][C:2]1[C:11]2[S:12][C:13]([CH2:16][Cl:30])=[C:14]([CH3:15])[C:10]=2[C:9]([C:17]2[CH:22]=[CH:21][C:20]([O:23][C:24](=[O:26])[CH3:25])=[CH:19][CH:18]=2)=[C:8]2[C:3]=1[CH:4]=[CH:5][CH:6]=[CH:7]2. The catalyst class is: 2. (5) Reactant: CN(C(ON1N=NC2C=CC=NC1=2)=[N+](C)C)C.F[P-](F)(F)(F)(F)F.[CH2:25]([NH:27][CH2:28][C:29]([NH:31][CH2:32][CH2:33][F:34])=[O:30])[CH3:26].[CH2:35]([S:37]([N:40]1[C:52]2[CH2:51][CH2:50][CH:49]([CH:53]3[CH2:58][CH2:57][O:56][CH2:55][CH2:54]3)[CH2:48][C:47]=2[C:46]2[C:41]1=[CH:42][CH:43]=[C:44]([C:59](O)=[O:60])[CH:45]=2)(=[O:39])=[O:38])[CH3:36].C(N(CC)C(C)C)(C)C. Product: [CH2:25]([N:27]([CH2:28][C:29]([NH:31][CH2:32][CH2:33][F:34])=[O:30])[C:59]([C:44]1[CH:45]=[C:46]2[C:41](=[CH:42][CH:43]=1)[N:40]([S:37]([CH2:35][CH3:36])(=[O:39])=[O:38])[C:52]1[CH2:51][CH2:50][CH:49]([CH:53]3[CH2:58][CH2:57][O:56][CH2:55][CH2:54]3)[CH2:48][C:47]2=1)=[O:60])[CH3:26]. The catalyst class is: 3. (6) Reactant: [C:1]([CH2:3][NH:4][C:5]([C:7]1([NH2:13])[CH2:12][CH2:11][CH2:10][CH2:9][CH2:8]1)=[O:6])#[N:2].Cl.[CH2:15]([N:18]1[CH2:23][CH2:22][CH:21]([C:24]2[CH:32]=[CH:31][C:27]([C:28](O)=[O:29])=[CH:26][CH:25]=2)[CH2:20][CH2:19]1)[CH2:16][CH3:17].C1C=CC2N(O)N=NC=2C=1.C(N(CC)CC)C. Product: [C:1]([CH2:3][NH:4][C:5]([C:7]1([NH:13][C:28](=[O:29])[C:27]2[CH:26]=[CH:25][C:24]([CH:21]3[CH2:20][CH2:19][N:18]([CH2:15][CH2:16][CH3:17])[CH2:23][CH2:22]3)=[CH:32][CH:31]=2)[CH2:12][CH2:11][CH2:10][CH2:9][CH2:8]1)=[O:6])#[N:2]. The catalyst class is: 3. (7) Reactant: [NH2:1][C:2]1[CH:7]=[CH:6][C:5]([C:8]2[CH:13]=[CH:12][C:11]([C:14]([O:16][CH3:17])=[O:15])=[C:10]([Cl:18])[CH:9]=2)=[CH:4][CH:3]=1.Cl[C:20]1[S:21][C:22]2[CH:28]=[C:27]([F:29])[CH:26]=[CH:25][C:23]=2[N:24]=1.Cl.O1CCOCC1. Product: [F:29][C:27]1[CH:26]=[CH:25][C:23]2[N:24]=[C:20]([NH:1][C:2]3[CH:3]=[CH:4][C:5]([C:8]4[CH:13]=[CH:12][C:11]([C:14]([O:16][CH3:17])=[O:15])=[C:10]([Cl:18])[CH:9]=4)=[CH:6][CH:7]=3)[S:21][C:22]=2[CH:28]=1. The catalyst class is: 51.